Dataset: Catalyst prediction with 721,799 reactions and 888 catalyst types from USPTO. Task: Predict which catalyst facilitates the given reaction. (1) Reactant: [CH2:1]([O:3][C:4]([C:6]1[N:7]([C:17]2[CH:22]=[CH:21][C:20]([O:23][CH:24]([CH3:26])[CH3:25])=[CH:19][CH:18]=2)[C:8]2[C:13]([C:14]=1[Cl:15])=[CH:12][C:11](I)=[CH:10][CH:9]=2)=[O:5])[CH3:2].C([Mg]Cl)(C)C.[Li+].[Cl-].[B:34](OCC)([O:38]CC)[O:35]CC.Cl. Product: [CH2:1]([O:3][C:4]([C:6]1[N:7]([C:17]2[CH:22]=[CH:21][C:20]([O:23][CH:24]([CH3:26])[CH3:25])=[CH:19][CH:18]=2)[C:8]2[C:13]([C:14]=1[Cl:15])=[CH:12][C:11]([B:34]([OH:38])[OH:35])=[CH:10][CH:9]=2)=[O:5])[CH3:2]. The catalyst class is: 220. (2) The catalyst class is: 2. Reactant: [NH:1]1[C:9]2[C:4](=[CH:5][CH:6]=[CH:7][CH:8]=2)[CH:3]=[CH:2]1.O.O.[Sn](Cl)Cl.C[O:16][C:17](=[O:42])[CH2:18][C:19]1[CH:24]=[C:23]([Br:25])[C:22]([O:26][C:27]2[CH:32]=[C:31]([CH:33]([CH3:35])[CH3:34])[C:30]([O:36][CH3:37])=[CH:29][C:28]=2[CH:38](O)[CH3:39])=[C:21]([Br:41])[CH:20]=1.O. Product: [Br:25][C:23]1[CH:24]=[C:19]([CH2:18][C:17]([OH:42])=[O:16])[CH:20]=[C:21]([Br:41])[C:22]=1[O:26][C:27]1[CH:32]=[C:31]([CH:33]([CH3:34])[CH3:35])[C:30]([O:36][CH3:37])=[CH:29][C:28]=1[CH:38]([C:3]1[C:4]2[C:9](=[CH:8][CH:7]=[CH:6][CH:5]=2)[NH:1][CH:2]=1)[CH3:39]. (3) Reactant: [C:1]([O:5][C:6](=[O:21])[CH2:7][N:8]([C:14]([O:16][C:17]([CH3:20])([CH3:19])[CH3:18])=[O:15])[CH2:9][CH:10]([OH:13])[CH2:11][CH3:12])([CH3:4])([CH3:3])[CH3:2].C1(P(C2C=CC=CC=2)C2C=CC=CC=2)C=CC=CC=1.[Cl:41][C:42]1[CH:43]=[C:44](O)[CH:45]=[CH:46][CH:47]=1.N(C(OC(C)C)=O)=NC(OC(C)C)=O. Product: [C:1]([O:5][C:6](=[O:21])[CH2:7][N:8]([C:14]([O:16][C:17]([CH3:20])([CH3:19])[CH3:18])=[O:15])[CH2:9][CH:10]([O:13][C:46]1[CH:45]=[CH:44][CH:43]=[C:42]([Cl:41])[CH:47]=1)[CH2:11][CH3:12])([CH3:4])([CH3:2])[CH3:3]. The catalyst class is: 7. (4) Reactant: Cl[CH2:2][C:3]1[N:4]=[C:5]([C:9]2[CH:18]=[CH:17][C:16]3[C:11](=[CH:12][CH:13]=[CH:14][CH:15]=3)[CH:10]=2)[O:6][C:7]=1[CH3:8].[I-:19].[Na+].C(OC)(C)(C)C. Product: [I:19][CH2:2][C:3]1[N:4]=[C:5]([C:9]2[CH:18]=[CH:17][C:16]3[C:11](=[CH:12][CH:13]=[CH:14][CH:15]=3)[CH:10]=2)[O:6][C:7]=1[CH3:8]. The catalyst class is: 21. (5) Reactant: Cl[C:2]1[N:3]=[C:4]([NH:20][C:21]2[CH:26]=[CH:25][CH:24]=[CH:23][C:22]=2[S:27]([CH:30]([CH3:32])[CH3:31])(=[O:29])=[O:28])[C:5]2[N:10]=[N:9][N:8](CC3C=CC(OC)=CC=3)[C:6]=2[N:7]=1.[CH:33]([O:36][C:37]1[CH:43]=[C:42]([CH:44]2[CH2:49][CH2:48][NH:47][CH2:46][CH2:45]2)[C:41]([CH3:50])=[CH:40][C:38]=1[NH2:39])([CH3:35])[CH3:34]. Product: [CH:33]([O:36][C:37]1[CH:43]=[C:42]([CH:44]2[CH2:45][CH2:46][NH:47][CH2:48][CH2:49]2)[C:41]([CH3:50])=[CH:40][C:38]=1[NH:39][C:2]1[N:3]=[C:4]([NH:20][C:21]2[CH:26]=[CH:25][CH:24]=[CH:23][C:22]=2[S:27]([CH:30]([CH3:31])[CH3:32])(=[O:28])=[O:29])[C:5]2[N:10]=[N:9][NH:8][C:6]=2[N:7]=1)([CH3:35])[CH3:34]. The catalyst class is: 89. (6) Reactant: C([Li])CCC.[Br-].[OH:7][C:8]1[CH:33]=[CH:32][CH:31]=[CH:30][C:9]=1[CH2:10][P+](C1C=CC=CC=1)(C1C=CC=CC=1)C1C=CC=CC=1.[CH2:34]([O:36][C:37](=[O:58])[CH2:38][C:39]1([CH2:42][CH2:43][CH:44]([CH:56]=O)[CH2:45][C:46]2[CH:55]=[CH:54][C:49]([C:50]([O:52][CH3:53])=[O:51])=[CH:48][CH:47]=2)[CH2:41][CH2:40]1)[CH3:35].[Cl-].[NH4+]. Product: [CH2:34]([O:36][C:37](=[O:58])[CH2:38][C:39]1([CH2:42][CH2:43][CH:44](/[CH:56]=[CH:10]/[C:9]2[CH:30]=[CH:31][CH:32]=[CH:33][C:8]=2[OH:7])[CH2:45][C:46]2[CH:55]=[CH:54][C:49]([C:50]([O:52][CH3:53])=[O:51])=[CH:48][CH:47]=2)[CH2:41][CH2:40]1)[CH3:35]. The catalyst class is: 323.